Dataset: Full USPTO retrosynthesis dataset with 1.9M reactions from patents (1976-2016). Task: Predict the reactants needed to synthesize the given product. (1) Given the product [Br:1][C:2]1[C:3]([O:14][C@H:26]2[CH2:30][N:29]([C:31]([O:33][C:34]([CH3:37])([CH3:36])[CH3:35])=[O:32])[C@H:28]([C:38]([O:40][CH3:41])=[O:39])[CH2:27]2)=[N:4][C:5]2[C:10]([CH:11]=1)=[CH:9][CH:8]=[C:7]([O:12][CH3:13])[CH:6]=2, predict the reactants needed to synthesize it. The reactants are: [Br:1][C:2]1[C:3](=[O:14])[NH:4][C:5]2[C:10]([CH:11]=1)=[CH:9][CH:8]=[C:7]([O:12][CH3:13])[CH:6]=2.BrC1C=CC(S(O[C@@H:26]2[CH2:30][N:29]([C:31]([O:33][C:34]([CH3:37])([CH3:36])[CH3:35])=[O:32])[C@H:28]([C:38]([O:40][CH3:41])=[O:39])[CH2:27]2)(=O)=O)=CC=1.C([O-])([O-])=O.[Cs+].[Cs+].CCOC(C)=O. (2) Given the product [CH3:27][C:25]1([CH3:28])[C:26]2[C:21]([CH:20]=[C:9]3[C:8]=2[CH:7]=[C:6]2[C:11]([C:12]4[CH:13]=[CH:14][CH:15]=[CH:16][C:17]=4[C:18]4[CH:19]=[C:2]([B:37]5[O:38][C:39]([CH3:44])([CH3:45])[C:40]([CH3:42])([CH3:43])[O:41]5)[CH:3]=[CH:4][C:5]=42)=[CH:10]3)=[CH:22][CH:23]=[CH:24]1, predict the reactants needed to synthesize it. The reactants are: Br[C:2]1[CH:3]=[CH:4][C:5]2[C:6]3[C:11]([C:12]4[CH:13]=[CH:14][CH:15]=[CH:16][C:17]=4[C:18]=2[CH:19]=1)=[CH:10][C:9]1=[CH:20][C:21]2[C:26]([C:25]([CH3:28])([CH3:27])[CH:24]=[CH:23][CH:22]=2)=[C:8]1[CH:7]=3.[CH3:44][C:39]1([CH3:45])[C:40]([CH3:43])([CH3:42])[O:41][B:37]([B:37]2[O:41][C:40]([CH3:43])([CH3:42])[C:39]([CH3:45])([CH3:44])[O:38]2)[O:38]1. (3) The reactants are: [OH:1][C:2]1[CH:3]=[C:4]([CH:7]=[CH:8][C:9]=1[OH:10])[C:5]#[N:6].C([O-])([O-])=O.[K+].[K+].[CH2:17](Br)[C:18]1[CH:23]=[CH:22][CH:21]=[CH:20][CH:19]=1. Given the product [CH2:17]([O:10][C:9]1[CH:8]=[CH:7][C:4]([C:5]#[N:6])=[CH:3][C:2]=1[OH:1])[C:18]1[CH:23]=[CH:22][CH:21]=[CH:20][CH:19]=1, predict the reactants needed to synthesize it. (4) Given the product [C:12]([NH:1][C:2]1[CH:10]=[CH:9][C:5]([C:6]([OH:8])=[O:7])=[C:4]([OH:11])[CH:3]=1)(=[O:14])[CH3:13], predict the reactants needed to synthesize it. The reactants are: [NH2:1][C:2]1[CH:3]=[C:4]([OH:11])[C:5](=[CH:9][CH:10]=1)[C:6]([OH:8])=[O:7].[C:12](OC(=O)C)(=[O:14])[CH3:13]. (5) Given the product [Br:1][C:2]1[C:3]([N:21]2[CH2:25][CH2:24][O:23][C:22]2=[O:26])=[CH:4][C:5]2[O:9][C:8]([C:10]3[CH:15]=[CH:14][C:13]([F:16])=[CH:12][CH:11]=3)=[C:7]([C:17]([NH:33][CH3:31])=[O:18])[C:6]=2[CH:20]=1, predict the reactants needed to synthesize it. The reactants are: [Br:1][C:2]1[C:3]([N:21]2[CH2:25][CH2:24][O:23][C:22]2=[O:26])=[CH:4][C:5]2[O:9][C:8]([C:10]3[CH:15]=[CH:14][C:13]([F:16])=[CH:12][CH:11]=3)=[C:7]([C:17](O)=[O:18])[C:6]=2[CH:20]=1.C1C=CC2N(O)N=[N:33][C:31]=2C=1.CCN=C=NCCCN(C)C.Cl.CN. (6) Given the product [CH:1]1([C:7]2[CH:8]=[C:9]([C:10]3[O:12][N:25]=[C:23]([C:22]4[CH:27]=[C:28]([CH3:35])[C:29]([NH:30][S:31]([CH3:34])(=[O:33])=[O:32])=[C:20]([CH2:18][CH3:19])[CH:21]=4)[N:24]=3)[CH:13]=[C:14]([O:16][CH3:17])[N:15]=2)[CH2:2][CH2:3][CH2:4][CH2:5][CH2:6]1, predict the reactants needed to synthesize it. The reactants are: [CH:1]1([C:7]2[CH:8]=[C:9]([CH:13]=[C:14]([O:16][CH3:17])[N:15]=2)[C:10]([OH:12])=O)[CH2:6][CH2:5][CH2:4][CH2:3][CH2:2]1.[CH2:18]([C:20]1[CH:21]=[C:22]([CH:27]=[C:28]([CH3:35])[C:29]=1[NH:30][S:31]([CH3:34])(=[O:33])=[O:32])[C:23]([NH:25]O)=[NH:24])[CH3:19].